Dataset: Full USPTO retrosynthesis dataset with 1.9M reactions from patents (1976-2016). Task: Predict the reactants needed to synthesize the given product. Given the product [CH3:11][S:12][C:13]1[CH:19]=[CH:18][C:16]([NH:17][C:2]2[CH:3]=[C:4]([CH:8]=[CH:9][N:10]=2)[C:5]([OH:7])=[O:6])=[CH:15][CH:14]=1, predict the reactants needed to synthesize it. The reactants are: F[C:2]1[CH:3]=[C:4]([CH:8]=[CH:9][N:10]=1)[C:5]([OH:7])=[O:6].[CH3:11][S:12][C:13]1[CH:19]=[CH:18][C:16]([NH2:17])=[CH:15][CH:14]=1.[H-].[Na+].C(O)(=O)C.